From a dataset of Reaction yield outcomes from USPTO patents with 853,638 reactions. Predict the reaction yield, written as a fraction of the theoretical maximum amount of product (1.0 means a 100% yield; for example, 0.34 means a 34% yield). (1) The reactants are [OH-].[Na+].[CH3:3][NH:4][C:5]1[CH:14]=[CH:13][C:12]2[C:7](=[CH:8][CH:9]=[C:10]([C:15]([O:17]CC)=[O:16])[CH:11]=2)[N:6]=1. The catalyst is C(O)C. The product is [CH3:3][NH:4][C:5]1[CH:14]=[CH:13][C:12]2[C:7](=[CH:8][CH:9]=[C:10]([C:15]([OH:17])=[O:16])[CH:11]=2)[N:6]=1. The yield is 0.960. (2) The reactants are Cl([O-])=[O:2].[Na+].[F:5][C:6]([F:26])([C:20]1[CH:25]=[CH:24][CH:23]=[CH:22][CH:21]=1)[CH2:7][NH:8][C:9]1[C:10]([F:19])=[C:11]([CH2:16][CH:17]=[O:18])[C:12]([Cl:15])=[CH:13][CH:14]=1.Cl. The catalyst is O.CS(C)=O. The product is [F:26][C:6]([F:5])([C:20]1[CH:21]=[CH:22][CH:23]=[CH:24][CH:25]=1)[CH2:7][NH:8][C:9]1[C:10]([F:19])=[C:11]([CH2:16][C:17]([OH:2])=[O:18])[C:12]([Cl:15])=[CH:13][CH:14]=1. The yield is 0.510. (3) The reactants are [F:1][C:2]([F:19])([F:18])[C:3](=O)[CH2:4][C:5]([C:8]1[CH:13]=[C:12]([F:14])[CH:11]=[CH:10][C:9]=1[O:15][CH3:16])([CH3:7])[CH3:6].[C:20]([S:24]([NH2:26])=[O:25])([CH3:23])([CH3:22])[CH3:21]. The catalyst is CCO.C1COCC1.[Cl-].[Na+].O.CCOC(C)=O. The product is [F:14][C:12]1[CH:11]=[CH:10][C:9]([O:15][CH3:16])=[C:8]([C:5]([CH3:7])([CH3:6])[CH2:4]/[C:3](=[N:26]/[S:24]([C:20]([CH3:23])([CH3:22])[CH3:21])=[O:25])/[C:2]([F:19])([F:18])[F:1])[CH:13]=1. The yield is 0.440. (4) No catalyst specified. The yield is 0.160. The reactants are Br[C:2]1[CH:7]=[CH:6][C:5]([CH2:8][CH2:9][S:10]([NH:13][C:14]2[CH:19]=[CH:18][CH:17]=[CH:16][C:15]=2[S:20]([NH2:23])(=[O:22])=[O:21])(=[O:12])=[O:11])=[CH:4][CH:3]=1.[CH3:24][C:25]([CH3:29])([CH3:28])[C:26]#[CH:27]. The product is [CH3:24][C:25]([CH3:29])([CH3:28])[C:26]#[C:27][C:2]1[CH:7]=[CH:6][C:5]([CH2:8][CH2:9][S:10]([NH:13][C:14]2[CH:19]=[CH:18][CH:17]=[CH:16][C:15]=2[S:20]([NH2:23])(=[O:22])=[O:21])(=[O:12])=[O:11])=[CH:4][CH:3]=1. (5) The reactants are [C:1]([C:5]1[CH:10]=[CH:9][C:8]([C:11]2[N:15]([CH3:16])[N:14]=[C:13]([C:17]([C:32]3[CH:37]=[CH:36][CH:35]=[CH:34][CH:33]=3)=[N:18][NH:19][C:20]([C:22]3[CH:31]=[CH:30][C:25]([C:26]([O:28]C)=[O:27])=[CH:24][CH:23]=3)=[O:21])[C:12]=2[OH:38])=[CH:7][CH:6]=1)([CH3:4])([CH3:3])[CH3:2].CO.[OH-].[Na+].Cl. The catalyst is O. The product is [C:1]([C:5]1[CH:6]=[CH:7][C:8]([C:11]2[N:15]([CH3:16])[N:14]=[C:13]([C:17]([C:32]3[CH:33]=[CH:34][CH:35]=[CH:36][CH:37]=3)=[N:18][NH:19][C:20]([C:22]3[CH:23]=[CH:24][C:25]([C:26]([OH:28])=[O:27])=[CH:30][CH:31]=3)=[O:21])[C:12]=2[OH:38])=[CH:9][CH:10]=1)([CH3:4])([CH3:2])[CH3:3]. The yield is 0.950. (6) The reactants are C(O)(=O)C.[N+:5](/[CH:8]=[CH:9]/[C:10]1[CH:15]=[CH:14][C:13]([CH2:16][O:17][C:18]2[CH:23]=[CH:22][CH:21]=[CH:20][CH:19]=2)=[CH:12][CH:11]=1)([O-:7])=[O:6].[BH4-].[Na+]. The catalyst is CS(C)=O. The product is [N+:5]([CH2:8][CH2:9][C:10]1[CH:15]=[CH:14][C:13]([CH2:16][O:17][C:18]2[CH:23]=[CH:22][CH:21]=[CH:20][CH:19]=2)=[CH:12][CH:11]=1)([O-:7])=[O:6]. The yield is 0.510. (7) The reactants are [NH:1](C(OC(C)(C)C)=O)[C@@H:2]([C:13]([NH:15][C@H:16]([C:32]([O:34][C:35]([CH3:38])([CH3:37])[CH3:36])=[O:33])[CH2:17][CH2:18][CH2:19][CH2:20][NH:21][C:22]([O:24][CH2:25][C:26]1[CH:31]=[CH:30][CH:29]=[CH:28][CH:27]=1)=[O:23])=[O:14])[CH2:3][C:4]1[C:12]2[C:7](=[CH:8][CH:9]=[CH:10][CH:11]=2)[NH:6][CH:5]=1.FC(F)(F)C(O)=O. The catalyst is C(Cl)Cl. The product is [NH2:1][C@@H:2]([C:13]([NH:15][C@H:16]([C:32]([O:34][C:35]([CH3:38])([CH3:37])[CH3:36])=[O:33])[CH2:17][CH2:18][CH2:19][CH2:20][NH:21][C:22]([O:24][CH2:25][C:26]1[CH:31]=[CH:30][CH:29]=[CH:28][CH:27]=1)=[O:23])=[O:14])[CH2:3][C:4]1[C:12]2[C:7](=[CH:8][CH:9]=[CH:10][CH:11]=2)[NH:6][CH:5]=1. The yield is 1.00.